Task: Predict the reaction yield, written as a fraction of the theoretical maximum amount of product (1.0 means a 100% yield; for example, 0.34 means a 34% yield).. Dataset: Reaction yield outcomes from USPTO patents with 853,638 reactions (1) The product is [C:4]([O:3][C:1](=[O:2])[NH:8][CH:9]([C:17](=[O:19])[NH:38][C:37]1[CH:39]=[CH:40][C:41]([F:43])=[CH:42][C:36]=1[F:35])[CH2:10][CH2:11][S:12][C:13]([F:14])([F:15])[F:16])([CH3:5])([CH3:6])[CH3:7]. The yield is 0.540. The catalyst is C1COCC1.N#N. The reactants are [C:1]([NH:8][C@H:9]([C:17]([OH:19])=O)[CH2:10][CH2:11][S:12][C:13]([F:16])([F:15])[F:14])([O:3][C:4]([CH3:7])([CH3:6])[CH3:5])=[O:2].CN1CCOCC1.ClC(OCC(C)C)=O.[F:35][C:36]1[CH:42]=[C:41]([F:43])[CH:40]=[CH:39][C:37]=1[NH2:38]. (2) The reactants are [CH3:1][N:2]([CH3:20])[C:3](=[O:19])[CH2:4][N:5]1[CH2:11][CH2:10][C:9]2[CH:12]=[C:13]([N+:16]([O-])=O)[CH:14]=[CH:15][C:8]=2[CH2:7][CH2:6]1.CO. The catalyst is [Pd]. The product is [NH2:16][C:13]1[CH:14]=[CH:15][C:8]2[CH2:7][CH2:6][N:5]([CH2:4][C:3]([N:2]([CH3:1])[CH3:20])=[O:19])[CH2:11][CH2:10][C:9]=2[CH:12]=1. The yield is 1.00.